Dataset: Catalyst prediction with 721,799 reactions and 888 catalyst types from USPTO. Task: Predict which catalyst facilitates the given reaction. (1) Reactant: C([Cl:4])(=O)C.[CH3:5][N:6]([CH3:22])[CH:7]([C:12]1[C:13](=[O:21])[C:14]([OH:20])=[C:15]([CH2:18][CH3:19])[NH:16][CH:17]=1)[C:8]([F:11])([F:10])[F:9]. Product: [ClH:4].[CH3:22][N:6]([CH3:5])[CH:7]([C:12]1[C:13](=[O:21])[C:14]([OH:20])=[C:15]([CH2:18][CH3:19])[NH:16][CH:17]=1)[C:8]([F:10])([F:11])[F:9]. The catalyst class is: 5. (2) Reactant: [CH2:1]([O:8][CH2:9][C@@H:10]([NH:14][C:15](=[O:27])[C:16]([NH:19][C:20]([O:22][C:23]([CH3:26])([CH3:25])[CH3:24])=[O:21])([CH3:18])[CH3:17])[C:11](O)=[O:12])[C:2]1[CH:7]=[CH:6][CH:5]=[CH:4][CH:3]=1.[CH3:28][N:29]1[CH:32]([C:33]2[CH:38]=[CH:37][CH:36]=[CH:35][CH:34]=2)[C:31]2([CH2:43][CH2:42][CH2:41][NH:40][CH2:39]2)[C:30]1=[O:44].CCN(C(C)C)C(C)C.C(P1(=O)OP(CCC)(=O)OP(CCC)(=O)O1)CC. Product: [CH2:1]([O:8][CH2:9][C@@H:10]([NH:14][C:15](=[O:27])[C:16]([NH:19][C:20](=[O:21])[O:22][C:23]([CH3:26])([CH3:25])[CH3:24])([CH3:18])[CH3:17])[C:11]([N:40]1[CH2:41][CH2:42][CH2:43][C:31]2([C:30](=[O:44])[N:29]([CH3:28])[CH:32]2[C:33]2[CH:38]=[CH:37][CH:36]=[CH:35][CH:34]=2)[CH2:39]1)=[O:12])[C:2]1[CH:3]=[CH:4][CH:5]=[CH:6][CH:7]=1. The catalyst class is: 18.